The task is: Predict the product of the given reaction.. This data is from Forward reaction prediction with 1.9M reactions from USPTO patents (1976-2016). (1) Given the reactants C[Si]([C:5]#[CH:6])(C)C.FC(F)(F)C1C=CC([C:15]#[C:16][C:17]2[CH:18]=[C:19]([CH:34]=[C:35](C#CC3C=CC(C(F)(F)F)=CC=3)[CH:36]=2)[CH2:20][O:21][C:22]2[CH:32]=[CH:31][C:25]([O:26][CH2:27][C:28]([OH:30])=[O:29])=[C:24]([CH3:33])[CH:23]=2)=CC=1.[C:51](=O)([O-])[O-].[K+].[K+].CO, predict the reaction product. The product is: [C:16]([C:17]1[CH:18]=[C:19]([CH:34]=[C:35]([C:5]#[CH:6])[CH:36]=1)[CH2:20][O:21][C:22]1[CH:32]=[CH:31][C:25]([O:26][CH2:27][C:28]([O:30][CH3:51])=[O:29])=[C:24]([CH3:33])[CH:23]=1)#[CH:15]. (2) Given the reactants [NH2:1][C:2]1[CH:29]=[CH:28][C:5]([CH2:6][C@@H:7]([C:25]([OH:27])=[O:26])[NH:8][C:9]([C:11]2([CH2:16][C:17]3[CH:22]=[CH:21][C:20]([O:23][CH3:24])=[CH:19][CH:18]=3)[CH2:15][CH2:14][CH2:13][CH2:12]2)=[O:10])=[CH:4][CH:3]=1.CCN(C(C)C)C(C)C.[N:39]1[CH:44]=[CH:43][C:42]2[C:45]([O:47][C:48](=O)[C:41]=2[CH:40]=1)=[O:46].C(C1NC=CN=1)(C1NC=CN=1)=O, predict the reaction product. The product is: [O:46]=[C:45]1[C:42]2[CH:43]=[CH:44][N:39]=[CH:40][C:41]=2[C:48](=[O:47])[N:1]1[C:2]1[CH:3]=[CH:4][C:5]([CH2:6][C@@H:7]([C:25]([OH:27])=[O:26])[NH:8][C:9]([C:11]2([CH2:16][C:17]3[CH:18]=[CH:19][C:20]([O:23][CH3:24])=[CH:21][CH:22]=3)[CH2:15][CH2:14][CH2:13][CH2:12]2)=[O:10])=[CH:28][CH:29]=1. (3) Given the reactants [N:1]1([CH2:7][CH2:8][CH2:9][C:10]([OH:12])=O)[CH2:6][CH2:5][CH2:4][CH2:3][CH2:2]1.[NH:13]1[C:21]2[C:16](=[CH:17][CH:18]=[CH:19][CH:20]=2)[C:15]([C:22]2[CH:23]=[C:24]([NH2:27])[NH:25][N:26]=2)=[CH:14]1.C([O-])=O, predict the reaction product. The product is: [NH:13]1[C:21]2[C:16](=[CH:17][CH:18]=[CH:19][CH:20]=2)[C:15]([C:22]2[CH:23]=[C:24]([NH:27][C:10](=[O:12])[CH2:9][CH2:8][CH2:7][N:1]3[CH2:2][CH2:3][CH2:4][CH2:5][CH2:6]3)[NH:25][N:26]=2)=[CH:14]1. (4) Given the reactants [C:1]([N:5]1[CH2:14][CH2:13][C:12]2[C:7](=[CH:8][C:9]([N+:17]([O-:19])=[O:18])=[C:10]([O:15][CH3:16])[CH:11]=2)[CH2:6]1)(=[O:4])[CH:2]=[CH2:3].[NH:20]1[CH2:25][CH2:24][O:23][CH2:22][CH2:21]1, predict the reaction product. The product is: [CH3:16][O:15][C:10]1[CH:11]=[C:12]2[C:7](=[CH:8][C:9]=1[N+:17]([O-:19])=[O:18])[CH2:6][N:5]([C:1](=[O:4])[CH2:2][CH2:3][N:20]1[CH2:25][CH2:24][O:23][CH2:22][CH2:21]1)[CH2:14][CH2:13]2. (5) Given the reactants [N+:1]([C:4]1[CH:5]=[C:6]([CH:9]=[CH:10][CH:11]=1)[CH:7]=O)([O-:3])=[O:2].[NH:12]1[C:20]2[C:15](=[CH:16][CH:17]=[CH:18][CH:19]=2)[CH:14]=[C:13]1[C:21]1[CH:22]=[CH:23][C:24]([O:28][CH3:29])=[C:25]([NH2:27])[CH:26]=1.C(O[BH-](OC(=O)C)OC(=O)C)(=O)C.[Na+].C(=O)(O)[O-].[Na+], predict the reaction product. The product is: [NH:12]1[C:20]2[C:15](=[CH:16][CH:17]=[CH:18][CH:19]=2)[CH:14]=[C:13]1[C:21]1[CH:22]=[CH:23][C:24]([O:28][CH3:29])=[C:25]([NH:27][CH2:7][C:6]2[CH:9]=[CH:10][CH:11]=[C:4]([N+:1]([O-:3])=[O:2])[CH:5]=2)[CH:26]=1. (6) Given the reactants C(OC(=O)[NH:7][C:8]1[CH:13]=[C:12]([N:14]2[CH2:18][CH2:17][CH2:16][CH2:15]2)[C:11]([F:19])=[CH:10][C:9]=1[NH:20][C:21](=[O:44])[CH2:22][C:23](=O)[C:24]1[CH:29]=[CH:28][CH:27]=[C:26]([N:30]2[C:34]([CH2:35][O:36]C3CCCCO3)=[CH:33][N:32]=[N:31]2)[CH:25]=1)(C)(C)C.C(O)(C(F)(F)F)=O, predict the reaction product. The product is: [F:19][C:11]1[C:12]([N:14]2[CH2:18][CH2:17][CH2:16][CH2:15]2)=[CH:13][C:8]2[N:7]=[C:23]([C:24]3[CH:29]=[CH:28][CH:27]=[C:26]([N:30]4[C:34]([CH2:35][OH:36])=[CH:33][N:32]=[N:31]4)[CH:25]=3)[CH2:22][C:21](=[O:44])[NH:20][C:9]=2[CH:10]=1. (7) Given the reactants [CH2:1]([O:8][C:9]([NH:11][C@@H:12]([CH2:16][CH2:17][CH2:18][CH2:19][CH2:20][C:21]([OH:23])=[O:22])[C:13]([OH:15])=[O:14])=[O:10])[C:2]1[CH:7]=[CH:6][CH:5]=[CH:4][CH:3]=1.C=O.O.[C:27]1(C)C=CC(S(O)(=O)=O)=CC=1, predict the reaction product. The product is: [CH2:1]([O:8][C:9]([N:11]1[C@@H:12]([CH2:16][CH2:17][CH2:18][CH2:19][CH2:20][C:21]([OH:23])=[O:22])[C:13](=[O:15])[O:14][CH2:27]1)=[O:10])[C:2]1[CH:3]=[CH:4][CH:5]=[CH:6][CH:7]=1. (8) Given the reactants [CH3:1]N(C=O)C.[NH:6]([C:8]1[N:13]([CH2:14][C:15]2[CH:20]=[CH:19][C:18]([O:21][CH3:22])=[CH:17][CH:16]=2)[C:12](=[O:23])[N:11]([CH3:24])[C:10](=[O:25])[CH:9]=1)[NH2:7].O=P(Cl)(Cl)Cl, predict the reaction product. The product is: [CH3:22][O:21][C:18]1[CH:19]=[CH:20][C:15]([CH2:14][N:13]2[C:8]3=[N:6][NH:7][CH:1]=[C:9]3[C:10](=[O:25])[N:11]([CH3:24])[C:12]2=[O:23])=[CH:16][CH:17]=1. (9) The product is: [OH:12][C:13]1([C:11]#[C:10][Si:7]([CH3:9])([CH3:8])[CH3:6])[CH2:14][CH2:15][CH:16]([C:19]([O:21][C:22]([CH3:25])([CH3:24])[CH3:23])=[O:20])[CH2:17][CH2:18]1. Given the reactants C([Li])CCC.[CH3:6][Si:7]([C:10]#[CH:11])([CH3:9])[CH3:8].[O:12]=[C:13]1[CH2:18][CH2:17][CH:16]([C:19]([O:21][C:22]([CH3:25])([CH3:24])[CH3:23])=[O:20])[CH2:15][CH2:14]1.[C-]#[C-].[Li+].[Li+].[Cl-].[NH4+], predict the reaction product. (10) Given the reactants N#N.[CH3:3][O:4][C:5](=[O:13])[CH2:6][CH2:7][CH2:8][CH2:9][C:10](=[O:12])[CH3:11].COC(OC)OC.[CH2:21](O)[CH2:22][OH:23], predict the reaction product. The product is: [CH3:3][O:4][C:5](=[O:13])[CH2:6][CH2:7][CH2:8][CH2:9][C:10]1([CH3:11])[O:23][CH2:22][CH2:21][O:12]1.